This data is from NCI-60 drug combinations with 297,098 pairs across 59 cell lines. The task is: Regression. Given two drug SMILES strings and cell line genomic features, predict the synergy score measuring deviation from expected non-interaction effect. (1) Drug 1: CCCS(=O)(=O)NC1=C(C(=C(C=C1)F)C(=O)C2=CNC3=C2C=C(C=N3)C4=CC=C(C=C4)Cl)F. Drug 2: COCCOC1=C(C=C2C(=C1)C(=NC=N2)NC3=CC=CC(=C3)C#C)OCCOC.Cl. Cell line: SF-268. Synergy scores: CSS=-4.76, Synergy_ZIP=1.53, Synergy_Bliss=-2.52, Synergy_Loewe=-18.7, Synergy_HSA=-6.54. (2) Drug 1: C1=CC(=CC=C1CCC2=CNC3=C2C(=O)NC(=N3)N)C(=O)NC(CCC(=O)O)C(=O)O. Drug 2: CNC(=O)C1=NC=CC(=C1)OC2=CC=C(C=C2)NC(=O)NC3=CC(=C(C=C3)Cl)C(F)(F)F. Cell line: UO-31. Synergy scores: CSS=34.3, Synergy_ZIP=-10.3, Synergy_Bliss=-14.9, Synergy_Loewe=-15.5, Synergy_HSA=-14.8. (3) Drug 1: C1C(C(OC1N2C=C(C(=O)NC2=O)F)CO)O. Drug 2: CN(C(=O)NC(C=O)C(C(C(CO)O)O)O)N=O. Cell line: SF-268. Synergy scores: CSS=29.2, Synergy_ZIP=-8.80, Synergy_Bliss=0.299, Synergy_Loewe=-19.2, Synergy_HSA=1.39.